Dataset: Full USPTO retrosynthesis dataset with 1.9M reactions from patents (1976-2016). Task: Predict the reactants needed to synthesize the given product. (1) Given the product [C:13]([O:17][C:18](=[O:29])[C@H:19]([CH2:21][C:22]1[CH:27]=[CH:26][C:25]([OH:28])=[CH:24][CH:23]=1)[NH:20][C:4]1[C:8]([O:9][CH2:10][CH3:11])=[N:7][S:6](=[O:12])[N:5]=1)([CH3:16])([CH3:14])[CH3:15], predict the reactants needed to synthesize it. The reactants are: C(O[C:4]1[C:8]([O:9][CH2:10][CH3:11])=[N:7][S:6](=[O:12])[N:5]=1)C.[C:13]([O:17][C:18](=[O:29])[C@H:19]([CH2:21][C:22]1[CH:27]=[CH:26][C:25]([OH:28])=[CH:24][CH:23]=1)[NH2:20])([CH3:16])([CH3:15])[CH3:14]. (2) Given the product [C:29]([C:26]([C:22]1[CH:21]=[C:20]([C:19]([NH:18][C:14]2[CH:13]=[C:12]([N:11]([CH3:32])[C:6]3[N:7]=[CH:8][C:9]4[N:10]=[C:2]([NH:1][C:39]([C:36]5[NH:35][C:34]([CH3:33])=[N:38][CH:37]=5)=[O:40])[S:3][C:4]=4[N:5]=3)[CH:17]=[CH:16][CH:15]=2)=[O:31])[CH:25]=[CH:24][CH:23]=1)([CH3:27])[CH3:28])#[N:30], predict the reactants needed to synthesize it. The reactants are: [NH2:1][C:2]1[S:3][C:4]2[N:5]=[C:6]([N:11]([CH3:32])[C:12]3[CH:13]=[C:14]([NH:18][C:19](=[O:31])[C:20]4[CH:25]=[CH:24][CH:23]=[C:22]([C:26]([C:29]#[N:30])([CH3:28])[CH3:27])[CH:21]=4)[CH:15]=[CH:16][CH:17]=3)[N:7]=[CH:8][C:9]=2[N:10]=1.[CH3:33][C:34]1[NH:35][C:36]([C:39](O)=[O:40])=[CH:37][N:38]=1.F[P-](F)(F)(F)(F)F.N1(OC(N(C)C)=[N+](C)C)C2N=CC=CC=2N=N1.C(=O)([O-])O.[Na+]. (3) Given the product [OH:33][CH:31]1[CH2:32][N:29]([C:2]2[CH:3]=[C:4]([CH:25]=[CH:26][N:27]=2)[C:5]([NH:7][C:8]2[S:9][C:10]3[C:11]([N:19]4[CH2:24][CH2:23][O:22][CH2:21][CH2:20]4)=[N:12][CH:13]=[C:14]([O:17][CH3:18])[C:15]=3[N:16]=2)=[O:6])[CH2:30]1, predict the reactants needed to synthesize it. The reactants are: Br[C:2]1[CH:3]=[C:4]([CH:25]=[CH:26][N:27]=1)[C:5]([NH:7][C:8]1[S:9][C:10]2[C:11]([N:19]3[CH2:24][CH2:23][O:22][CH2:21][CH2:20]3)=[N:12][CH:13]=[C:14]([O:17][CH3:18])[C:15]=2[N:16]=1)=[O:6].Cl.[NH:29]1[CH2:32][CH:31]([OH:33])[CH2:30]1.C(=O)([O-])[O-].[Cs+].[Cs+]. (4) Given the product [CH2:14]([N:16]1[CH2:29][C:28]2[C:23](=[CH:24][C:25]([NH:30][C:6](=[O:11])[C:7]([F:8])([F:9])[F:10])=[CH:26][CH:27]=2)[C:22]2[CH:21]=[CH:20][CH:19]=[CH:18][C:17]1=2)[CH3:15], predict the reactants needed to synthesize it. The reactants are: [F:8][C:7]([F:10])([F:9])[C:6](O[C:6](=[O:11])[C:7]([F:10])([F:9])[F:8])=[O:11].[CH2:14]([N:16]1[CH2:29][C:28]2[C:23](=[CH:24][C:25]([NH2:30])=[CH:26][CH:27]=2)[C:22]2[CH:21]=[CH:20][CH:19]=[CH:18][C:17]1=2)[CH3:15].N1C=CC=CC=1. (5) Given the product [ClH:8].[Cl:8][C:9]1[CH:10]=[CH:11][C:12]([NH:15][C:16](=[O:32])[C:17]2[CH:22]=[CH:21][CH:20]=[CH:19][C:18]=2[NH:23][C:24]([O:26][CH:27]2[CH2:31][CH2:30][N:29]([CH:35]3[CH2:36][CH2:37][CH2:38][CH2:39][CH:34]3[CH3:33])[CH2:28]2)=[O:25])=[N:13][CH:14]=1, predict the reactants needed to synthesize it. The reactants are: FC(F)(F)C(O)=O.[Cl:8][C:9]1[CH:10]=[CH:11][C:12]([NH:15][C:16](=[O:32])[C:17]2[CH:22]=[CH:21][CH:20]=[CH:19][C:18]=2[NH:23][C:24]([O:26][CH:27]2[CH2:31][CH2:30][NH:29][CH2:28]2)=[O:25])=[N:13][CH:14]=1.[CH3:33][CH:34]1[CH2:39][CH2:38][CH2:37][CH2:36][C:35]1=O.C([BH3-])#N.[Na+].Cl. (6) Given the product [CH3:9][O:10][C:11]1[CH:16]=[CH:15][C:14]([C:17](=[O:48])[CH2:18][N:19]2[C:24](=[O:25])[CH:23]=[C:22]([O:26][CH2:27][C:28]([F:29])([F:30])[F:31])[N:21]([CH2:32][C:33]3[CH:38]=[CH:37][C:36]([C:39]4[CH:44]=[CH:43][CH:42]=[CH:41][C:40]=4[C:45]4[NH:49][C:4](=[O:7])[O:5][N:46]=4)=[CH:35][CH:34]=3)[C:20]2=[O:47])=[CH:13][CH:12]=1, predict the reactants needed to synthesize it. The reactants are: [Cl-].O[NH3+].[C:4](=[O:7])([O-])[OH:5].[Na+].[CH3:9][O:10][C:11]1[CH:16]=[CH:15][C:14]([C:17](=[O:48])[CH2:18][N:19]2[C:24](=[O:25])[CH:23]=[C:22]([O:26][CH2:27][C:28]([F:31])([F:30])[F:29])[N:21]([CH2:32][C:33]3[CH:38]=[CH:37][C:36]([C:39]4[C:40]([C:45]#[N:46])=[CH:41][CH:42]=[CH:43][CH:44]=4)=[CH:35][CH:34]=3)[C:20]2=[O:47])=[CH:13][CH:12]=1.[N:49]12CCCN=C1CCCCC2. (7) Given the product [NH:53]1[C:61]2[C:56](=[CH:57][C:58]([C:62]3[CH:63]=[C:64]([NH:68][C:24]([C:19]4[C:20](=[O:23])[O:21][C:22]5[C:17]([CH:18]=4)=[CH:16][CH:15]=[CH:14][C:13]=5[O:12][C:11]([F:10])([F:28])[F:27])=[O:26])[CH:65]=[CH:66][CH:67]=3)=[CH:59][CH:60]=2)[CH:55]=[CH:54]1, predict the reactants needed to synthesize it. The reactants are: CCN(C(C)C)C(C)C.[F:10][C:11]([F:28])([F:27])[O:12][C:13]1[CH:14]=[CH:15][CH:16]=[C:17]2[C:22]=1[O:21][C:20](=[O:23])[C:19]([C:24]([OH:26])=O)=[CH:18]2.CN(C(ON1N=NC2C=CC=NC1=2)=[N+](C)C)C.F[P-](F)(F)(F)(F)F.[NH:53]1[C:61]2[C:56](=[CH:57][C:58]([C:62]3[CH:63]=[C:64]([NH2:68])[CH:65]=[CH:66][CH:67]=3)=[CH:59][CH:60]=2)[CH:55]=[CH:54]1. (8) Given the product [NH2:28][C@@H:21]([C:22]1[CH:27]=[CH:26][CH:25]=[CH:24][CH:23]=1)[C@@H:20]([CH3:35])[CH2:19][OH:18], predict the reactants needed to synthesize it. The reactants are: [Si]([O:18][CH2:19][C@H:20]([CH3:35])[C@@H:21]([NH:28]S(C(C)(C)C)=O)[C:22]1[CH:27]=[CH:26][CH:25]=[CH:24][CH:23]=1)(C(C)(C)C)(C1C=CC=CC=1)C1C=CC=CC=1.Cl.